Predict the reaction yield, written as a fraction of the theoretical maximum amount of product (1.0 means a 100% yield; for example, 0.34 means a 34% yield). From a dataset of Reaction yield outcomes from USPTO patents with 853,638 reactions. (1) The reactants are [Br:1][C:2]1[CH:3]=[C:4]2[C:9](=[CH:10][CH:11]=1)[CH2:8][CH:7]([OH:12])[CH2:6][CH2:5]2.[OH-].[K+].I[CH3:16]. The catalyst is CS(C)=O.[Cl-].[Na+].O. The product is [CH3:16][O:12][CH:7]1[CH2:6][CH2:5][C:4]2[C:9](=[CH:10][CH:11]=[C:2]([Br:1])[CH:3]=2)[CH2:8]1. The yield is 0.720. (2) The reactants are [CH3:1][O:2][C:3](=[O:20])[C:4]1[CH:9]=[C:8]([CH:10]=[O:11])[C:7]([C:12]([F:15])([F:14])[F:13])=[CH:6][C:5]=1[NH:16][C:17](=[O:19])[CH3:18].[CH2:21]([Mg]Cl)[CH2:22][CH3:23]. The catalyst is CCOCC. The product is [CH3:1][O:2][C:3](=[O:20])[C:4]1[CH:9]=[C:8]([CH:10]([OH:11])[CH2:21][CH2:22][CH3:23])[C:7]([C:12]([F:15])([F:14])[F:13])=[CH:6][C:5]=1[NH:16][C:17](=[O:19])[CH3:18]. The yield is 0.230. (3) The reactants are [CH3:1][O:2][C:3]1[C:12]([NH:13][C:14](=[O:18])OCC)=[N:11][C:10]2[C:5](=[CH:6][C:7]([O:21][CH3:22])=[C:8]([O:19][CH3:20])[CH:9]=2)[N:4]=1.[CH3:23][C:24]1[CH:25]=[C:26]([N:31]2[CH2:36][CH2:35][NH:34][CH2:33][CH2:32]2)[CH:27]=[C:28]([CH3:30])[CH:29]=1. No catalyst specified. The product is [CH3:1][O:2][C:3]1[C:12]([NH:13][C:14]([N:34]2[CH2:35][CH2:36][N:31]([C:26]3[CH:27]=[C:28]([CH3:30])[CH:29]=[C:24]([CH3:23])[CH:25]=3)[CH2:32][CH2:33]2)=[O:18])=[N:11][C:10]2[C:5](=[CH:6][C:7]([O:21][CH3:22])=[C:8]([O:19][CH3:20])[CH:9]=2)[N:4]=1. The yield is 0.560. (4) The reactants are [NH2:1][C@:2]12[CH2:37][CH2:36][C@@H:35]([C:38]([CH3:40])=[CH2:39])[C@@H:3]1[C@@H:4]1[C@@:17]([CH3:20])([CH2:18][CH2:19]2)[C@@:16]2([CH3:21])[C@@H:7]([C@:8]3([CH3:34])[C@@H:13]([CH2:14][CH2:15]2)[C:12]([CH3:23])([CH3:22])[C:11]([C:24]2[CH:33]=[CH:32][C:27]([C:28]([O:30]C)=[O:29])=[CH:26][CH:25]=2)=[CH:10][CH2:9]3)[CH2:6][CH2:5]1.CN(C)CCC(N[C@]12CC[C@@H](C(C)=C)[C@@H]1[C@@H]1[C@@](C)(CC2)[C@@]2(C)[C@@H]([C@]3(C)[C@@H](CC2)C(C)(C)C(C2C=CC(C(O)=O)=CC=2)=CC3)CC1)=O.[O:87]=[C:88]([NH:92][C:93]1[S:94][CH:95]=[CH:96][N:97]=1)[C:89](O)=[O:90]. No catalyst specified. The product is [CH3:20][C@:17]12[C@@:16]3([CH3:21])[C@@H:7]([C@:8]4([CH3:34])[C@@H:13]([CH2:14][CH2:15]3)[C:12]([CH3:23])([CH3:22])[C:11]([C:24]3[CH:33]=[CH:32][C:27]([C:28]([OH:30])=[O:29])=[CH:26][CH:25]=3)=[CH:10][CH2:9]4)[CH2:6][CH2:5][C@@H:4]1[C@H:3]1[C@H:35]([C:38]([CH3:40])=[CH2:39])[CH2:36][CH2:37][C@:2]1([NH:1][C:89](=[O:90])[C:88](=[O:87])[NH:92][C:93]1[S:94][CH:95]=[CH:96][N:97]=1)[CH2:19][CH2:18]2. The yield is 0.230. (5) The reactants are [C:1](OC(=O)C)(=[O:3])C.C(O)=O.[NH2:11][C:12]1[CH:13]=[C:14]([F:22])[CH:15]=[C:16]2[C:20]=1[NH:19][C:18](=[O:21])[CH2:17]2.N1CCCCC1. The catalyst is O1CCCC1. The product is [F:22][C:14]1[CH:13]=[C:12]([NH:11][CH:1]=[O:3])[C:20]2[C:16](=[CH:17][C:18](=[O:21])[N:19]=2)[CH:15]=1. The yield is 0.304. (6) The reactants are [C:1]([O:5][C:6]([N:8]1[CH2:13][CH2:12][N:11]([C:14]2[CH:22]=[C:21]3[C:17]([CH:18]=[N:19][NH:20]3)=[CH:16][CH:15]=2)[CH2:10][CH2:9]1)=[O:7])([CH3:4])([CH3:3])[CH3:2].[OH-].[K+].[I:25]I. The catalyst is CN(C)C=O.C(OCC)(=O)C. The product is [C:1]([O:5][C:6]([N:8]1[CH2:9][CH2:10][N:11]([C:14]2[CH:22]=[C:21]3[C:17]([C:18]([I:25])=[N:19][NH:20]3)=[CH:16][CH:15]=2)[CH2:12][CH2:13]1)=[O:7])([CH3:4])([CH3:2])[CH3:3]. The yield is 0.380. (7) The reactants are [N+:1]([C:4]1[CH:5]=[N:6][CH:7]=[CH:8][C:9]=1[C:10]1[CH2:15][C@H:14]([C:16]([F:19])([F:18])[F:17])[CH2:13][C@H:12](O)[CH:11]=1)([O-:3])=[O:2].CS(Cl)(=O)=O.[N-:26]=[N+:27]=[N-:28].[Na+]. The catalyst is C(Cl)Cl.CCOC(C)=O. The product is [N:26]([C@H:12]1[CH2:13][C@@H:14]([C:16]([F:19])([F:18])[F:17])[CH2:15][C:10]([C:9]2[CH:8]=[CH:7][N:6]=[CH:5][C:4]=2[N+:1]([O-:3])=[O:2])=[CH:11]1)=[N+:27]=[N-:28]. The yield is 0.320. (8) The reactants are [CH3:1][O:2][C:3]1[CH:4]=[C:5]([CH:7]=[C:8]([O:12][CH3:13])[C:9]=1[O:10][CH3:11])[NH2:6].CS[C:16]1[NH:21][C:20](=[O:22])[CH:19]=[CH:18][N:17]=1.C(OCC)C. The catalyst is COCCOCCOC. The product is [CH3:13][O:12][C:8]1[CH:7]=[C:5]([NH:6][C:16]2[NH:21][C:20](=[O:22])[CH:19]=[CH:18][N:17]=2)[CH:4]=[C:3]([O:2][CH3:1])[C:9]=1[O:10][CH3:11]. The yield is 0.370. (9) The reactants are [C:1]([O:5][C:6]([NH:8][C@@H:9]([CH2:42][C:43]1[CH:48]=[CH:47][CH:46]=[CH:45][CH:44]=1)[CH2:10][C@@H:11]1[O:15][C:14]([CH3:17])([CH3:16])[N:13]([C:18]([O:20][CH2:21][C:22]2[CH:27]=[CH:26][CH:25]=[CH:24][CH:23]=2)=[O:19])[C@H:12]1[CH2:28][C:29]1[CH:34]=[CH:33][C:32](OC(=O)C(F)(F)F)=[CH:31][CH:30]=1)=[O:7])([CH3:4])([CH3:3])[CH3:2].[Li+].[Cl-].[CH3:51][C:52]1[CH:53]=[CH:54][C:55]([Sn](CCCC)(CCCC)CCCC)=[N:56][CH:57]=1. The catalyst is CN(C=O)C.Cl[Pd](Cl)([P](C1C=CC=CC=1)(C1C=CC=CC=1)C1C=CC=CC=1)[P](C1C=CC=CC=1)(C1C=CC=CC=1)C1C=CC=CC=1. The product is [C:1]([O:5][C:6]([NH:8][C@@H:9]([CH2:42][C:43]1[CH:48]=[CH:47][CH:46]=[CH:45][CH:44]=1)[CH2:10][C@@H:11]1[O:15][C:14]([CH3:16])([CH3:17])[N:13]([C:18]([O:20][CH2:21][C:22]2[CH:23]=[CH:24][CH:25]=[CH:26][CH:27]=2)=[O:19])[C@H:12]1[CH2:28][C:29]1[CH:30]=[CH:31][C:32]([C:55]2[CH:54]=[CH:53][C:52]([CH3:51])=[CH:57][N:56]=2)=[CH:33][CH:34]=1)=[O:7])([CH3:2])([CH3:3])[CH3:4]. The yield is 0.420. (10) The reactants are CN(C)[CH:3]=[O:4].ClCCl.[NH:9]1[CH:13]=[C:12]([CH2:14][CH2:15][CH2:16][N:17]([CH3:19])[CH3:18])[C:11]2[CH2:20][CH2:21][CH2:22][CH2:23][CH2:24][C:10]1=2.P(Cl)(Cl)(Cl)=O. The catalyst is O. The product is [CH3:18][N:17]([CH3:19])[CH2:16][CH2:15][CH2:14][C:12]1[C:11]2[CH2:20][CH2:21][CH2:22][CH2:23][CH2:24][C:10]=2[NH:9][C:13]=1[CH:3]=[O:4]. The yield is 0.600.